This data is from Catalyst prediction with 721,799 reactions and 888 catalyst types from USPTO. The task is: Predict which catalyst facilitates the given reaction. (1) Reactant: [CH2:1]([O:9][CH2:10][C@H:11]([CH2:13][OH:14])[OH:12])[CH2:2][CH2:3][CH2:4][CH2:5][CH2:6][CH2:7][CH3:8].[C:15]1([C:21]([C:29]2[CH:34]=[CH:33][CH:32]=[CH:31][CH:30]=2)([C:23]2[CH:28]=[CH:27][CH:26]=[CH:25][CH:24]=2)Cl)[CH:20]=[CH:19][CH:18]=[CH:17][CH:16]=1.C1COCC1.C(#N)C. Product: [CH2:1]([O:9][CH2:10][C@H:11]([CH2:13][O:14][C:21]([C:15]1[CH:20]=[CH:19][CH:18]=[CH:17][CH:16]=1)([C:29]1[CH:30]=[CH:31][CH:32]=[CH:33][CH:34]=1)[C:23]1[CH:24]=[CH:25][CH:26]=[CH:27][CH:28]=1)[OH:12])[CH2:2][CH2:3][CH2:4][CH2:5][CH2:6][CH2:7][CH3:8]. The catalyst class is: 66. (2) Reactant: [Cl:1][C:2]1[CH:3]=[C:4]([O:15][C:16]2[CH:21]=[CH:20][CH:19]=[CH:18][CH:17]=2)[C:5]([NH:8][C:9]2[S:10][CH:11]=[C:12]([CH3:14])[N:13]=2)=[N:6][CH:7]=1.[C:22]1(B(O)O)[CH:27]=[CH:26][CH:25]=[CH:24][CH:23]=1.C([O-])([O-])=O.[Na+].[Na+]. Product: [ClH:1].[CH3:14][C:12]1[N:13]=[C:9]([NH:8][C:5]2[C:4]([O:15][C:16]3[CH:21]=[CH:20][CH:19]=[CH:18][CH:17]=3)=[CH:3][C:2]([C:22]3[CH:27]=[CH:26][CH:25]=[CH:24][CH:23]=3)=[CH:7][N:6]=2)[S:10][CH:11]=1. The catalyst class is: 104. (3) Reactant: ICC.[CH3:4][C:5]1[CH:10]=[CH:9][CH:8]=[CH:7][N+:6]=1[O-].[C-:12]#[N:13].[K+]. Product: [C:12]([C:9]1[CH:8]=[CH:7][N:6]=[C:5]([CH3:4])[CH:10]=1)#[N:13]. The catalyst class is: 6. (4) Reactant: [Cl:1][C:2]1[CH:7]=[CH:6][CH:5]=[CH:4][C:3]=1[CH2:8][O:9][C:10]1[C:15]([O:16][CH2:17][C:18]2[CH:23]=[CH:22][CH:21]=[CH:20][C:19]=2[Cl:24])=[CH:14][CH:13]=[CH:12][C:11]=1[CH:25]([OH:29])[C:26]([OH:28])=[O:27].C(OC(=O)C)(=O)C. Product: [Cl:1][C:2]1[CH:7]=[CH:6][CH:5]=[CH:4][C:3]=1[CH2:8][O:9][C:10]1[C:15]([O:16][CH2:17][C:18]2[CH:23]=[CH:22][CH:21]=[CH:20][C:19]=2[Cl:24])=[CH:14][CH:13]=[CH:12][C:11]=1[C:25](=[O:29])[C:26]([OH:28])=[O:27]. The catalyst class is: 58. (5) Reactant: [CH2:1]([O:5][C:6]1[N:14]=[C:13]2[C:9]([N:10]=[C:11]([O:23][CH3:24])[N:12]2[CH2:15][C:16]2[CH:21]=[CH:20][C:19]([OH:22])=[CH:18][CH:17]=2)=[C:8]([NH2:25])[N:7]=1)[CH2:2][CH2:3][CH3:4].Br[CH2:27][CH2:28][CH2:29][N:30]1[C:34](=[O:35])[C:33]2=[CH:36][CH:37]=[CH:38][CH:39]=[C:32]2[C:31]1=[O:40].C(=O)([O-])[O-].[K+].[K+].[I-].[K+]. The catalyst class is: 3. Product: [CH2:1]([O:5][C:6]1[N:14]=[C:13]2[C:9]([N:10]=[C:11]([O:23][CH3:24])[N:12]2[CH2:15][C:16]2[CH:21]=[CH:20][C:19]([O:22][CH2:27][CH2:28][CH2:29][N:30]3[C:34](=[O:35])[C:33]4=[CH:36][CH:37]=[CH:38][CH:39]=[C:32]4[C:31]3=[O:40])=[CH:18][CH:17]=2)=[C:8]([NH2:25])[N:7]=1)[CH2:2][CH2:3][CH3:4].